Dataset: Catalyst prediction with 721,799 reactions and 888 catalyst types from USPTO. Task: Predict which catalyst facilitates the given reaction. (1) Reactant: [CH3:1][C:2]1[CH:19]=[CH:18][C:5]([O:6][CH:7]([CH3:17])[CH2:8][C:9]2[CH:14]=[CH:13][C:12]([CH2:15]O)=[CH:11][CH:10]=2)=[CH:4][CH:3]=1.C(Cl)(Cl)(Cl)[Cl:21].C1C=CC(P(C2C=CC=CC=2)C2C=CC=CC=2)=CC=1. Product: [CH3:1][C:2]1[CH:19]=[CH:18][C:5]([O:6][CH:7]([CH3:17])[CH2:8][C:9]2[CH:14]=[CH:13][C:12]([CH2:15][Cl:21])=[CH:11][CH:10]=2)=[CH:4][CH:3]=1. The catalyst class is: 1. (2) Product: [C:33]1([Si:20]([C:21]2[CH:22]=[CH:23][CH:24]=[CH:25][CH:26]=2)([C:27]2[CH:32]=[CH:31][CH:30]=[CH:29][CH:28]=2)[C:15]2[CH:14]([CH3:16])[C:13]([CH3:17])=[C:12]([CH3:18])[C:11]=2[CH3:10])[CH:34]=[CH:35][CH:36]=[CH:37][CH:38]=1. Reactant: [H-].[Na+].NC1C=CC=CC=1.[CH3:10][C:11]1[CH2:15][C:14]([CH3:16])=[C:13]([CH3:17])[C:12]=1[CH3:18].Cl[Si:20]([C:33]1[CH:38]=[CH:37][CH:36]=[CH:35][CH:34]=1)([C:27]1[CH:32]=[CH:31][CH:30]=[CH:29][CH:28]=1)[C:21]1[CH:26]=[CH:25][CH:24]=[CH:23][CH:22]=1.C(=O)([O-])O.[Na+].C(=O)([O-])[O-].[Na+].[Na+]. The catalyst class is: 207. (3) Reactant: [OH:1][C:2]1([CH2:13][N+:14]([O-])=O)[CH2:7][CH2:6][N:5]([C:8]([O:10][CH2:11][CH3:12])=[O:9])[CH2:4][CH2:3]1. Product: [NH2:14][CH2:13][C:2]1([OH:1])[CH2:3][CH2:4][N:5]([C:8]([O:10][CH2:11][CH3:12])=[O:9])[CH2:6][CH2:7]1. The catalyst class is: 261. (4) Reactant: Cl[CH2:2][CH2:3][CH2:4][CH2:5][C:6]#[CH:7].[F:8][C:9]([F:21])([F:20])[CH2:10][CH2:11][S:12]([CH2:15][C:16]([O:18][CH3:19])=[O:17])(=[O:14])=[O:13].[H-].[Na+].Cl. Product: [F:21][C:9]([F:8])([F:20])[CH2:10][CH2:11][S:12]([CH:15]([CH2:7][CH2:6][CH2:5][CH2:4][C:3]#[CH:2])[C:16]([O:18][CH3:19])=[O:17])(=[O:13])=[O:14]. The catalyst class is: 16. (5) Reactant: [CH2:1]([N:8]1[CH2:13][CH2:12][C:11]([NH:20][C:21]2[CH:26]=[CH:25][CH:24]=[CH:23][CH:22]=2)([C:14]2[S:15][CH:16]=[C:17]([CH3:19])[N:18]=2)[CH2:10][CH:9]1[CH3:27])[C:2]1[CH:7]=[CH:6][CH:5]=[CH:4][CH:3]=1.[C:28](Cl)(=[O:30])[CH3:29]. Product: [CH2:1]([N:8]1[CH2:13][CH2:12][C:11]([N:20]([C:21]2[CH:26]=[CH:25][CH:24]=[CH:23][CH:22]=2)[C:28](=[O:30])[CH3:29])([C:14]2[S:15][CH:16]=[C:17]([CH3:19])[N:18]=2)[CH2:10][CH:9]1[CH3:27])[C:2]1[CH:3]=[CH:4][CH:5]=[CH:6][CH:7]=1. The catalyst class is: 22. (6) The catalyst class is: 14. Reactant: [C:1]([O:5][C:6]([N:8]1[CH2:13][CH2:12][CH:11]([C:14]2[N:18]=[C:17]([NH:19][C:20]3[CH:25]=[C:24]([O:26][C:27]4[C:28]([CH3:39])=[N:29][CH:30]=[C:31]([C:37]=4[CH3:38])[C:32]([O:34]CC)=[O:33])[C:23]([Br:40])=[CH:22][N:21]=3)[S:16][N:15]=2)[CH2:10][CH2:9]1)=[O:7])([CH3:4])([CH3:3])[CH3:2].[OH-].[Na+]. Product: [C:1]([O:5][C:6]([N:8]1[CH2:13][CH2:12][CH:11]([C:14]2[N:18]=[C:17]([NH:19][C:20]3[CH:25]=[C:24]([O:26][C:27]4[C:28]([CH3:39])=[N:29][CH:30]=[C:31]([C:37]=4[CH3:38])[C:32]([OH:34])=[O:33])[C:23]([Br:40])=[CH:22][N:21]=3)[S:16][N:15]=2)[CH2:10][CH2:9]1)=[O:7])([CH3:4])([CH3:3])[CH3:2].